From a dataset of CYP2D6 inhibition data for predicting drug metabolism from PubChem BioAssay. Regression/Classification. Given a drug SMILES string, predict its absorption, distribution, metabolism, or excretion properties. Task type varies by dataset: regression for continuous measurements (e.g., permeability, clearance, half-life) or binary classification for categorical outcomes (e.g., BBB penetration, CYP inhibition). Dataset: cyp2d6_veith. (1) The compound is COc1ccc(O[C@H]2C=C[C@@H](c3ccccc3)O[C@H]2COC(=O)CC/C(C)=N\O[C@@H](C)CN2CCCc3nc(C)c(C)cc32)cc1. The result is 1 (inhibitor). (2) The drug is O=C1Nc2cc(C(=O)N3CCOCC3)ccc2SC1N1CCOCC1. The result is 0 (non-inhibitor).